From a dataset of Kir2.1 potassium channel HTS with 301,493 compounds. Binary Classification. Given a drug SMILES string, predict its activity (active/inactive) in a high-throughput screening assay against a specified biological target. (1) The drug is Clc1ccc(CCNC(=O)C2(CC2)c2ccccc2)cc1. The result is 1 (active). (2) The compound is Fc1cc(C2N=C(N(C(=C2C(OC)=O)C)Cc2ccccc2)NCCc2ncccc2)ccc1. The result is 1 (active). (3) The compound is Oc1c(cc(cc(c1=O)CO)CO)CO. The result is 0 (inactive). (4) The compound is n1(nc(cc1C)C)c1nc(nc(c1)c1ccccc1)C. The result is 0 (inactive). (5) The compound is O=C1N(C(=O)NC1(c1ccccc1)C)CC(=O)NNC(=O)c1ccccc1. The result is 0 (inactive). (6) The molecule is O(CC)C(=O)N\N=C(\C=C/c1ccccc1)C. The result is 0 (inactive). (7) The result is 0 (inactive). The molecule is s1c2c(n3c1nc(c3)c1ccc(OC)cc1)CCCC2. (8) The drug is s1c(c2nc(on2)C2CCCN(C2)C(=O)C(CC)C)ccc1. The result is 0 (inactive). (9) The drug is S(c1c(=O)n(ncc1OCC)Cc1ccccc1)Cc1ccccc1. The result is 0 (inactive).